This data is from CYP2D6 inhibition data for predicting drug metabolism from PubChem BioAssay. The task is: Regression/Classification. Given a drug SMILES string, predict its absorption, distribution, metabolism, or excretion properties. Task type varies by dataset: regression for continuous measurements (e.g., permeability, clearance, half-life) or binary classification for categorical outcomes (e.g., BBB penetration, CYP inhibition). Dataset: cyp2d6_veith. (1) The molecule is Cc1nc2cnc(N(C)C)nc2n(CCC#N)c1=O. The result is 0 (non-inhibitor). (2) The drug is CN(C)c1ccc(/C=N/N2C(=S)SC(C)(C)C2N(O)C(=O)Nc2ccc([N+](=O)[O-])cc2)cc1. The result is 1 (inhibitor).